The task is: Predict the reaction yield, written as a fraction of the theoretical maximum amount of product (1.0 means a 100% yield; for example, 0.34 means a 34% yield).. This data is from Buchwald-Hartwig C-N cross coupling reaction yields with 55,370 reactions. (1) The reactants are Brc1cccnc1.Cc1ccc(N)cc1.O=S(=O)(O[Pd]1c2ccccc2-c2ccccc2N~1)C(F)(F)F.COc1ccc(OC)c(P(C(C)(C)C)C(C)(C)C)c1-c1c(C(C)C)cc(C(C)C)cc1C(C)C.CN1CCCN2CCCN=C12.Cc1ccon1. No catalyst specified. The product is Cc1ccc(Nc2cccnc2)cc1. The yield is 0.937. (2) The reactants are Clc1cccnc1.Cc1ccc(N)cc1.O=S(=O)(O[Pd]1c2ccccc2-c2ccccc2N~1)C(F)(F)F.COc1ccc(OC)c(P(C(C)(C)C)C(C)(C)C)c1-c1c(C(C)C)cc(C(C)C)cc1C(C)C.CCN=P(N=P(N(C)C)(N(C)C)N(C)C)(N(C)C)N(C)C.CCOC(=O)c1cc(C)on1. No catalyst specified. The product is Cc1ccc(Nc2cccnc2)cc1. The yield is 0.0450.